Predict the reaction yield, written as a fraction of the theoretical maximum amount of product (1.0 means a 100% yield; for example, 0.34 means a 34% yield). From a dataset of Reaction yield outcomes from USPTO patents with 853,638 reactions. (1) The product is [F:37][C:9]([F:8])([F:36])[C:10]1[CH:11]=[C:12]([CH:33]=[CH:34][CH:35]=1)[CH2:13][C:14]1[S:15][C:16]2[CH:22]=[CH:21][CH:20]=[C:19]([C:23]3[CH:28]=[C:27]([C:29]([OH:31])=[O:30])[CH:26]=[CH:25][N:24]=3)[C:17]=2[CH:18]=1. The reactants are [OH-].[Na+].C1COCC1.[F:8][C:9]([F:37])([F:36])[C:10]1[CH:11]=[C:12]([CH:33]=[CH:34][CH:35]=1)[CH2:13][C:14]1[S:15][C:16]2[CH:22]=[CH:21][CH:20]=[C:19]([C:23]3[CH:28]=[C:27]([C:29]([O:31]C)=[O:30])[CH:26]=[CH:25][N:24]=3)[C:17]=2[CH:18]=1.Cl. The catalyst is CCCCCC.C(OCC)C.O.CO. The yield is 0.800. (2) The reactants are Br[CH2:2][C:3]([NH2:5])=[O:4].CN(C=O)C.C(=O)([O-])[O-].[Cs+].[Cs+].[OH:17][C:18]1[CH:27]=[CH:26][C:21]([C:22]([O:24][CH3:25])=[O:23])=[C:20]([O:28][CH3:29])[CH:19]=1. The catalyst is C(Cl)Cl. The product is [NH2:5][C:3](=[O:4])[CH2:2][O:17][C:18]1[CH:27]=[CH:26][C:21]([C:22]([O:24][CH3:25])=[O:23])=[C:20]([O:28][CH3:29])[CH:19]=1. The yield is 0.780. (3) The product is [NH2:14][C:11]1[CH:10]=[CH:9][CH:8]=[C:7]2[C:12]=1[CH2:13][C:4](=[O:3])[CH2:5][CH2:6]2. The yield is 0.780. The catalyst is O1CCCC1. The reactants are C([O:3][C:4]1[CH2:13][C:12]2[C:11]([NH2:14])=[CH:10][CH:9]=[CH:8][C:7]=2[CH2:6][CH:5]=1)C.Cl.C(=O)(O)[O-].[Na+]. (4) The reactants are Br[C:2]1[CH:3]=[CH:4][C:5]([O:8][CH2:9][CH:10]2[CH2:15][CH2:14][N:13]([C:16]([O:18][C:19]([CH3:22])([CH3:21])[CH3:20])=[O:17])[CH2:12][CH2:11]2)=[N:6][CH:7]=1.[CH3:23][S:24]([C:27]1[CH:32]=[CH:31][C:30](B(O)O)=[CH:29][CH:28]=1)(=[O:26])=[O:25].C([O-])([O-])=O.[Cs+].[Cs+]. The catalyst is O1CCOCC1.O. The product is [CH3:23][S:24]([C:27]1[CH:32]=[CH:31][C:30]([C:2]2[CH:3]=[CH:4][C:5]([O:8][CH2:9][CH:10]3[CH2:15][CH2:14][N:13]([C:16]([O:18][C:19]([CH3:22])([CH3:21])[CH3:20])=[O:17])[CH2:12][CH2:11]3)=[N:6][CH:7]=2)=[CH:29][CH:28]=1)(=[O:26])=[O:25]. The yield is 0.830. (5) The reactants are [N+:1]([C:4]1[CH:8]=[CH:7][NH:6][N:5]=1)([O-:3])=[O:2].Cl[CH2:10][CH:11]=[C:12]([CH3:14])[CH3:13].C(=O)([O-])[O-].[Cs+].[Cs+]. The catalyst is O1CCOCC1.C(OCC)(=O)C.[I-].[K+]. The product is [CH3:13][C:12]([CH3:14])=[CH:11][CH2:10][N:6]1[CH:7]=[CH:8][C:4]([N+:1]([O-:3])=[O:2])=[N:5]1. The yield is 0.870. (6) The reactants are [OH:1][CH:2]1[CH2:5][N:4]([C:6]([CH:8]2[CH2:13][CH2:12][C:11]3[C:14]4[C:19]([NH:20][C:21]5[CH:22]=[C:23]6[C:27](=[CH:28][C:29]=5[O:30][CH3:31])[NH:26][N:25]=[CH:24]6)=[N:18][CH:17]=[N:16][C:15]=4[S:32][C:10]=3[CH2:9]2)=[O:7])[CH2:3]1.O1CCCC1.[CH3:38][N:39]([CH3:43])[C:40](Cl)=[O:41]. The catalyst is C(N(CC)CC)C. The product is [CH3:38][N:39]([CH3:43])[C:40](=[O:41])[O:1][CH:2]1[CH2:5][N:4]([C:6]([CH:8]2[CH2:13][CH2:12][C:11]3[C:14]4[C:19]([NH:20][C:21]5[CH:22]=[C:23]6[C:27](=[CH:28][C:29]=5[O:30][CH3:31])[NH:26][N:25]=[CH:24]6)=[N:18][CH:17]=[N:16][C:15]=4[S:32][C:10]=3[CH2:9]2)=[O:7])[CH2:3]1. The yield is 0.180. (7) The reactants are [CH2:1]([O:8][C:9]1[CH:13]=[CH:12][S:11][C:10]=1[C:14](N(OC)C)=[O:15])[C:2]1[CH:7]=[CH:6][CH:5]=[CH:4][CH:3]=1.[CH3:20][Mg]Br. The catalyst is C1COCC1. The product is [CH2:1]([O:8][C:9]1[CH:13]=[CH:12][S:11][C:10]=1[C:14](=[O:15])[CH3:20])[C:2]1[CH:3]=[CH:4][CH:5]=[CH:6][CH:7]=1. The yield is 0.890. (8) The reactants are [CH2:1]([O:3][C:4]([N:6]1[CH:14]2[CH:9]([C:10](O)([C:15]#[C:16][C:17]3[CH:22]=[CH:21][CH:20]=[CH:19][CH:18]=3)[CH2:11][CH2:12][CH2:13]2)[CH2:8][CH2:7]1)=[O:5])[CH3:2].C(N(CC)CC)C.P(Cl)(Cl)(Cl)=O.[OH-].[Na+].C(O)(=O)CC(CC(O)=O)(C(O)=O)O. No catalyst specified. The product is [CH2:1]([O:3][C:4]([N:6]1[CH:14]2[C:9](=[C:10]([C:15]#[C:16][C:17]3[CH:22]=[CH:21][CH:20]=[CH:19][CH:18]=3)[CH2:11][CH2:12][CH2:13]2)[CH2:8][CH2:7]1)=[O:5])[CH3:2]. The yield is 0.0100. (9) The reactants are [CH2:1]([C:4]1[CH:9]=[CH:8][C:7]([O:10][C:11](=[O:18])[CH2:12][CH:13]([OH:17])[C:14]([OH:16])=[O:15])=[C:6]([O:19][CH3:20])[CH:5]=1)[CH:2]=[CH2:3].[C:21]([O-])([O-])=O.[K+].[K+].CI. The catalyst is CN(C=O)C.C(OCC)(=O)C. The product is [CH3:21][O:15][C:14](=[O:16])[CH:13]([OH:17])[CH2:12][C:11]([O:10][C:7]1[CH:8]=[CH:9][C:4]([CH2:1][CH:2]=[CH2:3])=[CH:5][C:6]=1[O:19][CH3:20])=[O:18]. The yield is 0.470.